This data is from Full USPTO retrosynthesis dataset with 1.9M reactions from patents (1976-2016). The task is: Predict the reactants needed to synthesize the given product. (1) Given the product [CH3:17][O:16][C:15]1[CH:14]=[CH:13][C:4]([C:5]([C:7]2[CH:12]=[CH:11][CH:10]=[CH:9][CH:8]=2)=[O:6])=[CH:3][C:2]=1[C:23]1[CH:24]=[CH:25][C:20]([O:19][CH3:18])=[CH:21][CH:22]=1, predict the reactants needed to synthesize it. The reactants are: Br[C:2]1[CH:3]=[C:4]([CH:13]=[CH:14][C:15]=1[O:16][CH3:17])[C:5]([C:7]1[CH:12]=[CH:11][CH:10]=[CH:9][CH:8]=1)=[O:6].[CH3:18][O:19][C:20]1[CH:25]=[CH:24][C:23](B(O)O)=[CH:22][CH:21]=1.COCCOC.C(=O)([O-])[O-].[Na+].[Na+]. (2) Given the product [Br:1][C:2]1[CH:3]=[CH:4][C:5]([O:10][CH2:19][CH2:20][N:21]2[CH2:25][CH2:24][CH2:23][CH2:22]2)=[C:6]([CH:9]=1)[CH:7]=[O:8], predict the reactants needed to synthesize it. The reactants are: [Br:1][C:2]1[CH:9]=[C:6]([CH:7]=[O:8])[C:5]([OH:10])=[CH:4][CH:3]=1.C(=O)([O-])[O-].[K+].[K+].Cl.Cl[CH2:19][CH2:20][N:21]1[CH2:25][CH2:24][CH2:23][CH2:22]1. (3) Given the product [F:1][C:2]1[CH:3]=[CH:4][C:5]([CH2:6][CH2:7][O:8][CH2:9][CH2:10][O:11][C:44]2[CH:45]=[CH:46][C:41]([O:40][CH2:33][C:34]3[CH:39]=[CH:38][CH:37]=[CH:36][CH:35]=3)=[CH:42][CH:43]=2)=[CH:12][CH:13]=1, predict the reactants needed to synthesize it. The reactants are: [F:1][C:2]1[CH:13]=[CH:12][C:5]([CH2:6][CH2:7][O:8][CH2:9][CH2:10][OH:11])=[CH:4][CH:3]=1.C1(P(C2C=CC=CC=2)C2C=CC=CC=2)C=CC=CC=1.[CH2:33]([O:40][C:41]1[CH:46]=[CH:45][C:44](O)=[CH:43][CH:42]=1)[C:34]1[CH:39]=[CH:38][CH:37]=[CH:36][CH:35]=1.N(C(OC(C)(C)C)=O)=NC(OC(C)(C)C)=O. (4) Given the product [CH2:33]([O:32][C:30]([O:1][C:2]1[CH:10]=[CH:9][C:8]([C:11](=[O:19])[CH2:12][CH2:13][CH2:14][CH2:15][CH2:16][CH2:17][CH3:18])=[CH:7][C:3]=1[C:4]([OH:6])=[O:5])=[O:31])[CH3:34], predict the reactants needed to synthesize it. The reactants are: [OH:1][C:2]1[CH:10]=[CH:9][C:8]([C:11](=[O:19])[CH2:12][CH2:13][CH2:14][CH2:15][CH2:16][CH2:17][CH3:18])=[CH:7][C:3]=1[C:4]([OH:6])=[O:5].CN(C)C1C=CC=CC=1.Cl[C:30]([O:32][CH2:33][CH3:34])=[O:31]. (5) Given the product [OH:4][C:5]1[CH:6]=[C:7]2[C:12](=[CH:13][C:14]=1[CH2:8][C:7]([CH3:12])=[CH2:6])[NH:11][C:10](=[O:15])[CH2:9][CH2:8]2, predict the reactants needed to synthesize it. The reactants are: CC(=C)C[O:4][C:5]1[CH:6]=[C:7]2[C:12](=[CH:13][CH:14]=1)[NH:11][C:10](=[O:15])[CH2:9][CH2:8]2. (6) Given the product [CH3:1][C:2]1[C:3]([CH:22]([O:42][CH3:43])[C:23]2[NH:27][C:26]3[CH:36]=[CH:37][C:38]([C:40]#[N:41])=[CH:39][C:25]=3[N:24]=2)=[C:4]2[C:8](=[C:9]([CH3:11])[CH:10]=1)[NH:7][CH:6]=[CH:5]2, predict the reactants needed to synthesize it. The reactants are: [CH3:1][C:2]1[C:3]([CH:22]([O:42][CH3:43])[C:23]2[N:27](COCC[Si](C)(C)C)[C:26]3[CH:36]=[CH:37][C:38]([C:40]#[N:41])=[CH:39][C:25]=3[N:24]=2)=[C:4]2[C:8](=[C:9]([CH3:11])[CH:10]=1)[N:7](S(C1C=CC(C)=CC=1)(=O)=O)[CH:6]=[CH:5]2.CC1C(C(OC)C2N(COCC[Si](C)(C)C)C3C=C(C#N)C=CC=3N=2)=C2C(=C(C)C=1)N(S(C1C=CC(C)=CC=1)(=O)=O)C=C2. (7) Given the product [CH3:10][O:11][C:12](=[O:27])[C:13]1[CH:18]=[C:17]([N:5]2[CH:6]=[CH:7][CH:8]=[CH:9][C:4]2=[O:3])[C:16]([C:20]([F:23])([F:22])[F:21])=[CH:15][C:14]=1[N+:24]([O-:26])=[O:25], predict the reactants needed to synthesize it. The reactants are: [H-].[Na+].[OH:3][C:4]1[CH:9]=[CH:8][CH:7]=[CH:6][N:5]=1.[CH3:10][O:11][C:12](=[O:27])[C:13]1[CH:18]=[C:17](F)[C:16]([C:20]([F:23])([F:22])[F:21])=[CH:15][C:14]=1[N+:24]([O-:26])=[O:25].CC#N. (8) Given the product [NH2:20][C@@H:9]([CH2:10][N:11]1[CH2:18][CH:17]2[O:19][CH:13]([CH2:14][N:15]([CH2:31][CH2:32][N:33]3[CH:37]=[CH:36][CH:35]=[CH:34]3)[CH2:16]2)[CH2:12]1)[CH2:8][O:7][C:6]1[CH:28]=[CH:29][C:3]([C:1]#[N:2])=[CH:4][CH:5]=1, predict the reactants needed to synthesize it. The reactants are: [C:1]([C:3]1[CH:29]=[CH:28][C:6]([O:7][CH2:8][C@@H:9]([NH:20]C(=O)OC(C)(C)C)[CH2:10][N:11]2[CH2:18][CH:17]3[O:19][CH:13]([CH2:14][NH:15][CH2:16]3)[CH2:12]2)=[CH:5][CH:4]=1)#[N:2].Br[CH2:31][CH2:32][N:33]1[CH:37]=[CH:36][CH:35]=[CH:34]1.C(=O)([O-])[O-].[K+].[K+].